Dataset: Full USPTO retrosynthesis dataset with 1.9M reactions from patents (1976-2016). Task: Predict the reactants needed to synthesize the given product. (1) The reactants are: [Br:1][C:2]1[CH:10]=[CH:9][C:5]([C:6]([OH:8])=[O:7])=[CH:4][CH:3]=1.CN(C1C=CC=CN=1)C.C(=O)(O[C:22]([CH3:25])([CH3:24])[CH3:23])O[C:22]([CH3:25])([CH3:24])[CH3:23]. Given the product [Br:1][C:2]1[CH:10]=[CH:9][C:5]([C:6]([O:8][C:22]([CH3:25])([CH3:24])[CH3:23])=[O:7])=[CH:4][CH:3]=1, predict the reactants needed to synthesize it. (2) Given the product [CH:52]1([C:9]2[NH:8][C:12]3=[N:13][CH:14]=[C:15]([C:17]4[CH:22]=[CH:21][C:20]([O:23][CH3:24])=[C:19]([NH:25][S:26]([CH3:29])(=[O:28])=[O:27])[CH:18]=4)[CH:16]=[C:11]3[C:10]=2[C:37]2[C:38]([CH3:51])=[N:39][N:40]([CH2:43][C:44]3[CH:49]=[CH:48][CH:47]=[C:46]([F:50])[CH:45]=3)[C:41]=2[CH3:42])[CH2:54][CH2:53]1, predict the reactants needed to synthesize it. The reactants are: C(OC([N:8]1[C:12]2=[N:13][CH:14]=[C:15]([C:17]3[CH:22]=[CH:21][C:20]([O:23][CH3:24])=[C:19]([N:25](C(OC(C)(C)C)=O)[S:26]([CH3:29])(=[O:28])=[O:27])[CH:18]=3)[CH:16]=[C:11]2[C:10]([C:37]2[C:38]([CH3:51])=[N:39][N:40]([CH2:43][C:44]3[CH:49]=[CH:48][CH:47]=[C:46]([F:50])[CH:45]=3)[C:41]=2[CH3:42])=[C:9]1[CH:52]1[CH2:54][CH2:53]1)=O)(C)(C)C.CO.Cl. (3) Given the product [C:8]1([C@@H:4]2[CH2:5][CH2:6][CH2:7][N:2]([C:23](=[O:24])[CH2:22][C:20]#[N:21])[CH2:3]2)[N:12]2[C:13]3[CH:19]=[CH:18][NH:17][C:14]=3[N:15]=[CH:16][C:11]2=[N:10][N:9]=1, predict the reactants needed to synthesize it. The reactants are: Cl.[NH:2]1[CH2:7][CH2:6][CH2:5][C@@H:4]([C:8]2[N:12]3[C:13]4[CH:19]=[CH:18][NH:17][C:14]=4[N:15]=[CH:16][C:11]3=[N:10][N:9]=2)[CH2:3]1.[C:20]([CH2:22][C:23](O)=[O:24])#[N:21].C1C=CC2N(O)N=NC=2C=1.CCN=C=NCCCN(C)C.Cl.CCN(C(C)C)C(C)C. (4) Given the product [OH:8][NH:9][C:10]([C:12]1[CH:13]=[CH:14][C:15]([CH2:16][NH:17][C:18]([C:20]2[C:30]3=[C:31]4[C:26](=[CH:27][CH:28]=[CH:29]3)[CH2:25][CH2:24][CH2:23][N:22]4[CH:21]=2)=[O:19])=[CH:32][CH:33]=1)=[O:11], predict the reactants needed to synthesize it. The reactants are: C([O:8][NH:9][C:10]([C:12]1[CH:33]=[CH:32][C:15]([CH2:16][NH:17][C:18]([C:20]2[C:30]3=[C:31]4[C:26](=[CH:27][CH:28]=[CH:29]3)[CH2:25][CH2:24][CH2:23][N:22]4[CH:21]=2)=[O:19])=[CH:14][CH:13]=1)=[O:11])C1C=CC=CC=1.